Predict the reactants needed to synthesize the given product. From a dataset of Full USPTO retrosynthesis dataset with 1.9M reactions from patents (1976-2016). (1) Given the product [C:2]([C:5]1[CH:6]=[CH:7][C:8]([O:31][CH2:32][CH:33]2[CH2:34][CH2:35]2)=[C:9]([C:11]2[C:12]3[NH:19][C:18]([CH3:20])=[C:17]([C:21]([NH:23][C@H:24]4[CH2:29][CH2:28][C@H:27]([NH:30][C:39](=[O:40])[CH2:38][O:37][CH3:36])[CH2:26][CH2:25]4)=[O:22])[C:13]=3[N:14]=[CH:15][N:16]=2)[CH:10]=1)(=[O:4])[CH3:3], predict the reactants needed to synthesize it. The reactants are: Cl.[C:2]([C:5]1[CH:6]=[CH:7][C:8]([O:31][CH2:32][CH:33]2[CH2:35][CH2:34]2)=[C:9]([C:11]2[C:12]3[NH:19][C:18]([CH3:20])=[C:17]([C:21]([NH:23][C@H:24]4[CH2:29][CH2:28][C@H:27]([NH2:30])[CH2:26][CH2:25]4)=[O:22])[C:13]=3[N:14]=[CH:15][N:16]=2)[CH:10]=1)(=[O:4])[CH3:3].[CH3:36][O:37][CH2:38][C:39](Cl)=[O:40]. (2) Given the product [CH3:4][C:5]1([O:10][C@H:11]([CH3:43])[C@@H:12]([C:39]([OH:41])=[O:40])[NH:13][C:14]([C:16]2[C:25]([NH:26][C:27]([NH:29][C:30]3[C:31]([CH3:38])=[CH:32][C:33]([CH3:37])=[CH:34][C:35]=3[CH3:36])=[O:28])=[CH:24][C:23]3[C:18](=[CH:19][CH:20]=[CH:21][CH:22]=3)[CH:17]=2)=[O:15])[CH2:6][CH2:7][CH2:8][CH2:9]1, predict the reactants needed to synthesize it. The reactants are: O.[OH-].[Li+].[CH3:4][C:5]1([O:10][C@H:11]([CH3:43])[C@@H:12]([C:39]([O:41]C)=[O:40])[NH:13][C:14]([C:16]2[C:25]([NH:26][C:27]([NH:29][C:30]3[C:35]([CH3:36])=[CH:34][C:33]([CH3:37])=[CH:32][C:31]=3[CH3:38])=[O:28])=[CH:24][C:23]3[C:18](=[CH:19][CH:20]=[CH:21][CH:22]=3)[CH:17]=2)=[O:15])[CH2:9][CH2:8][CH2:7][CH2:6]1.O.Cl. (3) Given the product [Cl:33][C:30]1[CH:31]=[CH:32][C:27]([CH2:26][NH:25][C:71]([C:53]2[NH:52][C:60]3[C:55]([CH:54]=2)=[CH:56][CH:57]=[C:58]([NH:61][C:62](=[O:70])[CH2:63][CH2:64][O:65][C:66]([CH3:68])([CH3:67])[CH3:69])[CH:59]=3)=[O:72])=[C:28]([F:44])[C:29]=1[O:34][C:35]1[CH:36]=[C:37]([C:38]#[N:39])[CH:40]=[C:41]([Cl:43])[CH:42]=1, predict the reactants needed to synthesize it. The reactants are: CN(C(ON1N=NC2C=CC=NC1=2)=[N+](C)C)C.F[P-](F)(F)(F)(F)F.[NH2:25][CH2:26][C:27]1[C:28]([F:44])=[C:29]([O:34][C:35]2[CH:36]=[C:37]([CH:40]=[C:41]([Cl:43])[CH:42]=2)[C:38]#[N:39])[C:30]([Cl:33])=[CH:31][CH:32]=1.CC(OC([N:52]1[C:60]2[C:55](=[CH:56][CH:57]=[C:58]([NH:61][C:62](=[O:70])[CH2:63][CH2:64][O:65][C:66]([CH3:69])([CH3:68])[CH3:67])[CH:59]=2)[CH:54]=[C:53]1[C:71](O)=[O:72])=O)(C)C.C(N(C(C)C)CC)(C)C. (4) Given the product [Br:25][C:19]1[C:20]([O:22][CH3:23])=[CH:21][C:16]2[O:15][CH2:14][CH2:13][N:12]([C:10]3[S:9][C:5]4[C:6](=[O:8])[NH:7][C:2]([CH3:24])([CH3:1])[CH2:3][C:4]=4[N:11]=3)[C:17]=2[CH:18]=1, predict the reactants needed to synthesize it. The reactants are: [CH3:1][C:2]1([CH3:24])[NH:7][C:6](=[O:8])[C:5]2[S:9][C:10]([N:12]3[C:17]4[CH:18]=[CH:19][C:20]([O:22][CH3:23])=[CH:21][C:16]=4[O:15][CH2:14][CH2:13]3)=[N:11][C:4]=2[CH2:3]1.[Br:25]N1C(=O)CCC1=O. (5) Given the product [N:27]([C@H:10]1[CH2:11][C@@H:7]([C:1]2[CH:6]=[CH:5][CH:4]=[CH:3][CH:2]=2)[CH:8]=[CH:9]1)=[N+:28]=[N-:29], predict the reactants needed to synthesize it. The reactants are: [C:1]1([C@@H:7]2[CH2:11][C@@H:10](O)[CH:9]=[CH:8]2)[CH:6]=[CH:5][CH:4]=[CH:3][CH:2]=1.C1(P([N:27]=[N+:28]=[N-:29])(C2C=CC=CC=2)=O)C=CC=CC=1.C1CCN2C(=NCCC2)CC1. (6) Given the product [C:8]([O:12][C:13]([NH:1][CH2:2][CH:3]([C:5]([OH:7])=[O:6])[OH:4])=[O:14])([CH3:11])([CH3:10])[CH3:9], predict the reactants needed to synthesize it. The reactants are: [NH2:1][CH2:2][CH:3]([C:5]([OH:7])=[O:6])[OH:4].[C:8]([O:12][C:13](O[C:13]([O:12][C:8]([CH3:11])([CH3:10])[CH3:9])=[O:14])=[O:14])([CH3:11])([CH3:10])[CH3:9].CN(C)CCN. (7) Given the product [Cl:17][C:14]1[CH:13]=[CH:12][C:11]([N:9]2[CH:10]=[C:6]([C:4]([OH:5])=[O:3])[N:7]=[C:8]2[CH2:18][N:19]([C:21]2[CH:22]=[CH:23][C:24]([F:27])=[CH:25][CH:26]=2)[CH3:20])=[CH:16][CH:15]=1, predict the reactants needed to synthesize it. The reactants are: C([O:3][C:4]([C:6]1[N:7]=[C:8]([CH2:18][N:19]([C:21]2[CH:26]=[CH:25][C:24]([F:27])=[CH:23][CH:22]=2)[CH3:20])[N:9]([C:11]2[CH:16]=[CH:15][C:14]([Cl:17])=[CH:13][CH:12]=2)[CH:10]=1)=[O:5])C.O.[OH-].[Li+]. (8) Given the product [CH3:1][N:2]1[C:18]2([CH2:23][CH2:22][NH:21][CH2:20][CH2:19]2)[C:6]2=[CH:7][C:8]([C:14]([F:15])([F:16])[F:17])=[C:9]([C:10]([F:12])([F:11])[F:13])[N:5]2[CH2:4][CH2:3]1, predict the reactants needed to synthesize it. The reactants are: [CH3:1][N:2]1[C:18]2([CH2:23][CH2:22][N:21](C(OC(C)(C)C)=O)[CH2:20][CH2:19]2)[C:6]2=[CH:7][C:8]([C:14]([F:17])([F:16])[F:15])=[C:9]([C:10]([F:13])([F:12])[F:11])[N:5]2[CH2:4][CH2:3]1.Cl. (9) Given the product [C:8]1([C:39]2[CH:40]=[CH:41][CH:42]=[CH:43][CH:44]=2)[CH:9]=[CH:10][C:11]([N:14]2[C:18]3=[N:19][CH:20]=[C:2]([C:3]([OH:5])=[O:4])[CH:22]=[C:17]3[C:16]3([CH2:29][CH2:28][N:27]([CH2:30][C:31]4[C:36]([CH3:37])=[CH:35][CH:34]=[CH:33][N:32]=4)[CH2:26][CH2:25]3)[C:15]2=[O:38])=[CH:12][CH:13]=1, predict the reactants needed to synthesize it. The reactants are: F[C:2](F)(F)[C:3]([OH:5])=[O:4].[C:8]1([C:39]2[CH:44]=[CH:43][CH:42]=[CH:41][CH:40]=2)[CH:13]=[CH:12][C:11]([N:14]2[C:18]3=[N:19][CH:20]=C(C#N)[CH:22]=[C:17]3[C:16]3([CH2:29][CH2:28][N:27]([CH2:30][C:31]4[C:36]([CH3:37])=[CH:35][CH:34]=[CH:33][N:32]=4)[CH2:26][CH2:25]3)[C:15]2=[O:38])=[CH:10][CH:9]=1.S(=O)(=O)(O)O.[OH-].[Li+].Cl.